This data is from Forward reaction prediction with 1.9M reactions from USPTO patents (1976-2016). The task is: Predict the product of the given reaction. (1) Given the reactants [Cl:1][C:2]1[CH:7]=[CH:6][N:5]2[C:8]([C:11]3[CH:16]=[CH:15][N:14]=[C:13](Cl)[CH:12]=3)=[CH:9][N:10]=[C:4]2[CH:3]=1.[C:18]1(B(O)O)[CH:23]=[CH:22][CH:21]=[CH:20][CH:19]=1.O.C([O-])([O-])=O.[Na+].[Na+], predict the reaction product. The product is: [Cl:1][C:2]1[CH:7]=[CH:6][N:5]2[C:8]([C:11]3[CH:16]=[CH:15][N:14]=[C:13]([C:18]4[CH:23]=[CH:22][CH:21]=[CH:20][CH:19]=4)[CH:12]=3)=[CH:9][N:10]=[C:4]2[CH:3]=1. (2) Given the reactants C([O:4][CH2:5][C@@H:6]1[C@@H:11]([O:12]C(=O)C)[C@H:10]([OH:16])[C@H:9]([OH:17])[C@@H:8]([C:18]2[CH:23]=[CH:22][C:21]([OH:24])=[CH:20][CH:19]=2)[O:7]1)(=O)C.[CH3:25][O:26][C:27](=[O:38])[CH2:28][C:29]1[CH:30]=[C:31](B(O)O)[CH:32]=[CH:33][CH:34]=1, predict the reaction product. The product is: [OH:17][C@H:9]1[C@@H:10]([OH:16])[C@H:11]([OH:12])[C@@H:6]([CH2:5][OH:4])[O:7][C@@H:8]1[C:18]1[CH:19]=[CH:20][C:21]([O:24][C:31]2[CH:30]=[C:29]([CH2:28][C:27]([O:26][CH3:25])=[O:38])[CH:34]=[CH:33][CH:32]=2)=[CH:22][CH:23]=1. (3) Given the reactants [C:1](OC(=O)C)(=[O:3])C.C(O)=O.[CH2:11]([O:18][CH2:19][C@@H:20]1[CH2:25][NH:24][CH2:23][CH2:22][N:21]1[C:26]1[N:31]=[CH:30][C:29]([N:32]([CH3:52])[C:33](=[O:51])[C:34]([C:37]2[CH:42]=[C:41]([C:43]([F:46])([F:45])[F:44])[CH:40]=[C:39]([C:47]([F:50])([F:49])[F:48])[CH:38]=2)([CH3:36])[CH3:35])=[C:28]([C:53]2[CH:58]=[CH:57][C:56]([F:59])=[CH:55][C:54]=2[CH3:60])[CH:27]=1)[C:12]1[CH:17]=[CH:16][CH:15]=[CH:14][CH:13]=1, predict the reaction product. The product is: [CH2:11]([O:18][CH2:19][C@@H:20]1[CH2:25][N:24]([CH:1]=[O:3])[CH2:23][CH2:22][N:21]1[C:26]1[N:31]=[CH:30][C:29]([N:32]([CH3:52])[C:33](=[O:51])[C:34]([C:37]2[CH:42]=[C:41]([C:43]([F:44])([F:45])[F:46])[CH:40]=[C:39]([C:47]([F:50])([F:49])[F:48])[CH:38]=2)([CH3:35])[CH3:36])=[C:28]([C:53]2[CH:58]=[CH:57][C:56]([F:59])=[CH:55][C:54]=2[CH3:60])[CH:27]=1)[C:12]1[CH:13]=[CH:14][CH:15]=[CH:16][CH:17]=1. (4) The product is: [CH3:1][O:2][C:3]1[C:4]([NH:10][S:23]([C:19]2[S:20][CH:21]=[CH:22][C:18]=2[Br:17])(=[O:25])=[O:24])=[N:5][CH:6]=[C:7]([CH3:9])[N:8]=1. Given the reactants [CH3:1][O:2][C:3]1[C:4]([NH2:10])=[N:5][CH:6]=[C:7]([CH3:9])[N:8]=1.N1C=CC=CC=1.[Br:17][C:18]1[CH:22]=[CH:21][S:20][C:19]=1[S:23](Cl)(=[O:25])=[O:24], predict the reaction product. (5) Given the reactants [Cl:1][CH2:2][CH2:3][CH2:4][N:5]1[CH2:9][CH2:8][CH2:7][CH2:6]1, predict the reaction product. The product is: [Cl-:1].[CH2:2]1[N+:5]2([CH2:9][CH2:8][CH2:7][CH2:6]2)[CH2:4][CH2:3]1. (6) Given the reactants Cl[C:2]1[N:7]=[C:6]2[CH2:8][CH2:9][CH2:10][C:5]2=[C:4]([C:11]2[CH:12]=[N:13][C:14]([CH3:17])=[N:15][CH:16]=2)[CH:3]=1.[CH3:18][C:19]1[N:24]=[C:23]([CH2:25][OH:26])[CH:22]=[CH:21][CH:20]=1.C(=O)([O-])[O-].[Cs+].[Cs+].C(Cl)(Cl)Cl, predict the reaction product. The product is: [CH3:18][C:19]1[N:24]=[C:23]([CH2:25][O:26][C:2]2[N:7]=[C:6]3[CH2:8][CH2:9][CH2:10][C:5]3=[C:4]([C:11]3[CH:12]=[N:13][C:14]([CH3:17])=[N:15][CH:16]=3)[CH:3]=2)[CH:22]=[CH:21][CH:20]=1. (7) The product is: [F:1][CH2:2][CH2:3][O:4][C:5]1[CH:10]=[C:9]([CH:8]=[CH:7][C:6]=1[C:14]1[CH:15]=[N:16][CH:17]=[CH:18][C:19]=1[CH3:20])[NH2:11]. Given the reactants [F:1][CH2:2][CH2:3][O:4][C:5]1[CH:10]=[C:9]([N+:11]([O-])=O)[CH:8]=[CH:7][C:6]=1[C:14]1[CH:15]=[N:16][CH:17]=[CH:18][C:19]=1[CH3:20].[Cl-].[NH4+].CCO, predict the reaction product.